From a dataset of Full USPTO retrosynthesis dataset with 1.9M reactions from patents (1976-2016). Predict the reactants needed to synthesize the given product. (1) Given the product [CH:1]1([S:2][C:3]2[CH:11]=[CH:10][CH:9]=[CH:8][C:4]=2[C:5]([O:7][CH3:12])=[O:6])[CH2:22][CH2:19][CH2:20]1, predict the reactants needed to synthesize it. The reactants are: [CH3:1][S:2][C:3]1[C:4](=[CH:8][CH:9]=[CH:10][CH:11]=1)[C:5]([O-:7])=[O:6].[CH2:12](N(CC)CC)C.[CH:19]1(Br)[CH2:22]C[CH2:20]1.C1C=C(Cl)C=C(C(OO)=O)C=1.[OH-].[Na+]. (2) The reactants are: [C:1]([C:4]1[C:22](=[O:23])[C@@:8]2([CH3:24])[C:9]3[C:15]([OH:16])=[CH:14][C:13]([O:17][CH3:18])=[C:12]([C:19]([NH2:21])=[O:20])[C:10]=3[O:11][C:7]2=[CH:6][C:5]=1[OH:25])(=[O:3])[CH3:2].[F:26][C:27]1[CH:48]=[CH:47][C:30]([CH2:31][O:32][C:33]2[C:42]3[C:37](=[CH:38][CH:39]=[CH:40][CH:41]=3)[C:36]([CH:43]=O)=[C:35]([CH3:45])[C:34]=2[CH3:46])=[CH:29][CH:28]=1.C([SiH](CC)CC)C.FC(F)(F)C(O)=O. Given the product [C:1]([C:4]1[C:22](=[O:23])[C@@:8]2([CH3:24])[C:9]3[C:15]([OH:16])=[CH:14][C:13]([O:17][CH3:18])=[C:12]([C:19]([NH:21][CH2:43][C:36]4[C:37]5[C:42](=[CH:41][CH:40]=[CH:39][CH:38]=5)[C:33]([O:32][CH2:31][C:30]5[CH:29]=[CH:28][C:27]([F:26])=[CH:48][CH:47]=5)=[C:34]([CH3:46])[C:35]=4[CH3:45])=[O:20])[C:10]=3[O:11][C:7]2=[CH:6][C:5]=1[OH:25])(=[O:3])[CH3:2], predict the reactants needed to synthesize it. (3) Given the product [Cl:1][C:2]1[CH:3]=[C:4]([N:10]2[C:14]([CH3:15])=[C:13]([CH2:16][C:17]3[CH:25]=[CH:24][CH:23]=[CH:22][C:18]=3[C:19]([NH:30][CH:27]3[CH2:29][CH2:28]3)=[O:20])[C:12]([CH3:26])=[N:11]2)[CH:5]=[CH:6][C:7]=1[C:8]#[N:9], predict the reactants needed to synthesize it. The reactants are: [Cl:1][C:2]1[CH:3]=[C:4]([N:10]2[C:14]([CH3:15])=[C:13]([CH2:16][C:17]3[CH:25]=[CH:24][CH:23]=[CH:22][C:18]=3[C:19](O)=[O:20])[C:12]([CH3:26])=[N:11]2)[CH:5]=[CH:6][C:7]=1[C:8]#[N:9].[CH:27]1([NH2:30])[CH2:29][CH2:28]1.[Cl-].COC1N=C(OC)N=C([N+]2(C)CCOCC2)N=1.C(=O)([O-])O.[Na+]. (4) Given the product [C:15]([O:18][C:19]([NH:1][C@@H:2]([C:6]1[CH:11]=[CH:10][CH:9]=[CH:8][CH:7]=1)[C:3]([OH:5])=[O:4])=[O:20])([CH3:17])([CH3:16])[CH3:14], predict the reactants needed to synthesize it. The reactants are: [NH2:1][C@@H:2]([C:6]1[CH:11]=[CH:10][CH:9]=[CH:8][CH:7]=1)[C:3]([OH:5])=[O:4].[OH-].[Na+].[CH3:14][C:15]([O:18][C:19](O[C:19]([O:18][C:15]([CH3:17])([CH3:16])[CH3:14])=[O:20])=[O:20])([CH3:17])[CH3:16].C(O)(=O)CC(CC(O)=O)(C(O)=O)O. (5) Given the product [N+:1]([C:4]1[CH:5]=[CH:6][C:7]([N:10]2[CH2:15][CH2:14][N:13]([C:21]([O:20][C:17]([CH3:19])([CH3:18])[CH3:16])=[O:22])[CH2:12][CH2:11]2)=[CH:8][CH:9]=1)([O-:3])=[O:2], predict the reactants needed to synthesize it. The reactants are: [N+:1]([C:4]1[CH:9]=[CH:8][C:7]([N:10]2[CH2:15][CH2:14][NH:13][CH2:12][CH2:11]2)=[CH:6][CH:5]=1)([O-:3])=[O:2].[CH3:16][C:17]([O:20][C:21](O[C:21]([O:20][C:17]([CH3:19])([CH3:18])[CH3:16])=[O:22])=[O:22])([CH3:19])[CH3:18].